The task is: Predict hERG channel inhibition at various concentrations.. This data is from hERG Central: cardiac toxicity at 1µM, 10µM, and general inhibition. (1) The drug is CC(=O)Nc1ccc(S(=O)(=O)N2CCC(c3nnc(-c4ccc(C)cc4)o3)CC2)cc1. Results: hERG_inhib (hERG inhibition (general)): blocker. (2) The molecule is O=C(c1ccc(Cl)cc1)C1CCN(Cc2ccccc2)CC1. Results: hERG_inhib (hERG inhibition (general)): blocker.